This data is from Forward reaction prediction with 1.9M reactions from USPTO patents (1976-2016). The task is: Predict the product of the given reaction. (1) The product is: [CH2:1]([N:8]([CH2:21][C:22]1[CH:23]=[CH:24][C:25]([O:26][C:27]2[CH:28]=[CH:29][C:30]([O:31][CH2:32][C:33]([NH:45][C@H:44]([C:43]([OH:42])=[O:49])[CH:46]([CH3:48])[CH3:47])=[O:34])=[CH:36][CH:37]=2)=[CH:38][CH:39]=1)[C:9]1[CH:14]=[CH:13][CH:12]=[C:11]([NH:15][S:16]([CH3:19])(=[O:17])=[O:18])[C:10]=1[CH3:20])[C:2]1[CH:3]=[CH:4][CH:5]=[CH:6][CH:7]=1. Given the reactants [CH2:1]([N:8]([CH2:21][C:22]1[CH:39]=[CH:38][C:25]([O:26][C:27]2[CH:37]=[CH:36][C:30]([O:31][CH2:32][C:33](O)=[O:34])=[CH:29][CH:28]=2)=[CH:24][CH:23]=1)[C:9]1[CH:14]=[CH:13][CH:12]=[C:11]([NH:15][S:16]([CH3:19])(=[O:18])=[O:17])[C:10]=1[CH3:20])[C:2]1[CH:7]=[CH:6][CH:5]=[CH:4][CH:3]=1.Cl.C[O:42][C:43](=[O:49])[C@H:44]([CH:46]([CH3:48])[CH3:47])[NH2:45], predict the reaction product. (2) The product is: [O:14]1[CH2:19][CH2:18][O:17][C:16]2[CH:20]=[C:21]([C:24]3[NH:13][C:5]4[N:4]([N:3]=[C:2]([CH3:1])[C:6]=4[C:7]4[CH:12]=[CH:11][CH:10]=[CH:9][CH:8]=4)[C:26](=[O:27])[CH:25]=3)[CH:22]=[CH:23][C:15]1=2. Given the reactants [CH3:1][C:2]1[C:6]([C:7]2[CH:12]=[CH:11][CH:10]=[CH:9][CH:8]=2)=[C:5]([NH2:13])[NH:4][N:3]=1.[O:14]1[CH2:19][CH2:18][O:17][C:16]2[CH:20]=[C:21]([C:24](=O)[CH2:25][C:26](OCC)=[O:27])[CH:22]=[CH:23][C:15]1=2, predict the reaction product. (3) Given the reactants [CH2:1]([O:8][C@@H:9]1[C:13]([CH2:20][O:21][S:22]([CH3:25])(=[O:24])=[O:23])([CH2:14][O:15][S:16]([CH3:19])(=[O:18])=[O:17])[O:12][C@@H:11]([N:26]2[CH:34]=[C:32]([CH3:33])[C:30](=[O:31])[NH:29][C:27]2=[O:28])[C@@H:10]1[OH:35])[C:2]1[CH:7]=[CH:6][CH:5]=[CH:4][CH:3]=1.N1C=CC=CC=1.[CH3:42][S:43](Cl)(=[O:45])=[O:44], predict the reaction product. The product is: [CH2:1]([O:8][C@@H:9]1[C:13]([CH2:14][O:15][S:16]([CH3:19])(=[O:17])=[O:18])([CH2:20][O:21][S:22]([CH3:25])(=[O:24])=[O:23])[O:12][C@@H:11]([N:26]2[CH:34]=[C:32]([CH3:33])[C:30](=[O:31])[NH:29][C:27]2=[O:28])[C@@H:10]1[O:35][S:43]([CH3:42])(=[O:45])=[O:44])[C:2]1[CH:3]=[CH:4][CH:5]=[CH:6][CH:7]=1. (4) Given the reactants Br[C:2]1[CH:3]=[CH:4][C:5]2[O:11][CH2:10][CH2:9][N:8]3[C:12]([C:18]4[NH:22][N:21]=[C:20]([CH:23]5[CH2:25][CH2:24]5)[N:19]=4)=[C:13]([C:15]([NH2:17])=[O:16])[N:14]=[C:7]3[C:6]=2[CH:26]=1.[CH3:27][C:28]([OH:32])([CH3:31])[C:29]#[CH:30], predict the reaction product. The product is: [CH:23]1([C:20]2[N:19]=[C:18]([C:12]3[N:8]4[CH2:9][CH2:10][O:11][C:5]5[CH:4]=[CH:3][C:2]([C:30]#[C:29][C:28]([OH:32])([CH3:31])[CH3:27])=[CH:26][C:6]=5[C:7]4=[N:14][C:13]=3[C:15]([NH2:17])=[O:16])[NH:22][N:21]=2)[CH2:25][CH2:24]1. (5) Given the reactants [NH:1]1[C:5]2[CH:6]=[CH:7][CH:8]=[C:9]([C:10](OCC)=[O:11])[C:4]=2[N:3]=[CH:2]1.[H-].[H-].[H-].[H-].[Li+].[Al+3], predict the reaction product. The product is: [NH:1]1[C:5]2[CH:6]=[CH:7][CH:8]=[C:9]([CH2:10][OH:11])[C:4]=2[N:3]=[CH:2]1. (6) Given the reactants [CH3:1][O:2][C:3](=[O:33])[CH2:4][C@H:5]1[C:9]2[CH:10]=[CH:11][C:12]([O:14][C@H:15]3[C:23]4[C:18](=[C:19](B5OC(C)(C)C(C)(C)O5)[CH:20]=[CH:21][CH:22]=4)[CH2:17][CH2:16]3)=[CH:13][C:8]=2[O:7][CH2:6]1.Br[C:35]1[CH:40]=[C:39]([O:41][CH3:42])[CH:38]=[CH:37][C:36]=1[CH3:43].O, predict the reaction product. The product is: [CH3:1][O:2][C:3](=[O:33])[CH2:4][C@H:5]1[C:9]2[CH:10]=[CH:11][C:12]([O:14][C@H:15]3[C:23]4[C:18](=[C:19]([C:35]5[CH:40]=[C:39]([O:41][CH3:42])[CH:38]=[CH:37][C:36]=5[CH3:43])[CH:20]=[CH:21][CH:22]=4)[CH2:17][CH2:16]3)=[CH:13][C:8]=2[O:7][CH2:6]1.